From a dataset of Forward reaction prediction with 1.9M reactions from USPTO patents (1976-2016). Predict the product of the given reaction. Given the reactants [C:1]([C:4]1[C:5]([O:27][CH2:28][CH2:29][C:30]2[CH:35]=[CH:34][CH:33]=[CH:32][N:31]=2)=[C:6]([O:15][CH2:16][CH2:17][CH:18]([C:20]2[CH:25]=[CH:24][C:23]([F:26])=[CH:22][CH:21]=2)[CH3:19])[C:7]2[O:11][C:10]([CH3:12])=[N:9][C:8]=2[C:13]=1[CH3:14])(=[O:3])[CH3:2].[OH:36]O, predict the reaction product. The product is: [C:1]([C:4]1[C:5]([O:27][CH2:28][CH2:29][C:30]2[CH:35]=[CH:34][CH:33]=[CH:32][N+:31]=2[O-:36])=[C:6]([O:15][CH2:16][CH2:17][CH:18]([C:20]2[CH:21]=[CH:22][C:23]([F:26])=[CH:24][CH:25]=2)[CH3:19])[C:7]2[O:11][C:10]([CH3:12])=[N:9][C:8]=2[C:13]=1[CH3:14])(=[O:3])[CH3:2].